From a dataset of Catalyst prediction with 721,799 reactions and 888 catalyst types from USPTO. Predict which catalyst facilitates the given reaction. (1) Reactant: Br[C:2]1[CH:3]=[C:4]([C:8]2([CH3:18])[C:16]3[C:11](=[CH:12][CH:13]=[CH:14][CH:15]=3)[C:10]([NH2:17])=[N:9]2)[CH:5]=[CH:6][CH:7]=1.[Cl:19][C:20]1[CH:21]=[C:22](B(O)O)[CH:23]=[C:24]([Cl:26])[CH:25]=1.Cl. Product: [ClH:19].[Cl:19][C:20]1[CH:21]=[C:22]([C:2]2[CH:7]=[CH:6][CH:5]=[C:4]([C:8]3([CH3:18])[C:16]4[C:11](=[CH:12][CH:13]=[CH:14][CH:15]=4)[C:10]([NH2:17])=[N:9]3)[CH:3]=2)[CH:23]=[C:24]([Cl:26])[CH:25]=1. The catalyst class is: 4. (2) Product: [CH3:14][C:12]([S:11]([C:10]1[CH:9]=[CH:8][CH:7]=[C:6]([F:16])[C:5]=1[C:4]([NH:3][CH2:1][CH3:2])=[O:17])=[O:18])([CH3:13])[CH3:15]. The catalyst class is: 24. Reactant: [CH2:1]([NH:3][C:4](=[O:17])[C:5]1[C:10]([S:11][C:12]([CH3:15])([CH3:14])[CH3:13])=[CH:9][CH:8]=[CH:7][C:6]=1[F:16])[CH3:2].[OH:18]OS([O-])=O.[K+].S(S([O-])=O)([O-])(=O)=O.[Na+].[Na+]. (3) Reactant: [CH3:1][O:2][C:3]1[CH:8]=[CH:7][C:6]([C:9]2[CH:14]=[C:13]([C:15]3[S:16][CH:17]=[CH:18][CH:19]=3)[NH:12][C:11](=O)[CH:10]=2)=[CH:5][CH:4]=1.COC1C=CC(P2(SP(C3C=CC(OC)=CC=3)(=S)S2)=[S:30])=CC=1. Product: [CH3:1][O:2][C:3]1[CH:8]=[CH:7][C:6]([C:9]2[CH:14]=[C:13]([C:15]3[S:16][CH:17]=[CH:18][CH:19]=3)[NH:12][C:11](=[S:30])[CH:10]=2)=[CH:5][CH:4]=1. The catalyst class is: 1. (4) Reactant: [CH3:1][O:2][C:3]([C:5]1[NH:6][C:7]2[C:12]([CH:13]=1)=[C:11]([CH2:14][CH2:15][CH:16]1[CH2:18][O:17]1)[CH:10]=[C:9]([O:19][CH3:20])[CH:8]=2)=[O:4].[CH:21]1[C:30]2[C:25](=[CH:26][CH:27]=[CH:28][CH:29]=2)[CH:24]=[CH:23][C:22]=1[N:31]1[CH2:38][C@H:37]2[NH:39][CH2:40][C@@H:32]1[CH2:33][CH:34]=[CH:35][CH2:36]2.CCN(C(C)C)C(C)C.C(O)C. Product: [CH3:1][O:2][C:3]([C:5]1[NH:6][C:7]2[C:12]([CH:13]=1)=[C:11]([CH2:14][CH2:15][CH:16]([OH:17])[CH2:18][N:39]1[CH2:40][CH:32]3[N:31]([C:22]4[CH:23]=[CH:24][C:25]5[C:30](=[CH:29][CH:28]=[CH:27][CH:26]=5)[CH:21]=4)[CH2:38][CH:37]1[CH2:36][CH:35]=[CH:34][CH2:33]3)[CH:10]=[C:9]([O:19][CH3:20])[CH:8]=2)=[O:4]. The catalyst class is: 4. (5) Reactant: [C:1]([CH2:3][O:4][C:5]1[CH:10]=[CH:9][CH:8]=[CH:7][C:6]=1[C:11]1[C:20]2[C:15](=[CH:16][C:17]([S:21]([N:24](CC3C=CC(OC)=CC=3OC)[C:25]3[S:26][CH:27]=[CH:28][N:29]=3)(=[O:23])=[O:22])=[CH:18][CH:19]=2)[C:14]([F:41])=[CH:13][N:12]=1)#[N:2].C(O)(C(F)(F)F)=O. Product: [C:1]([CH2:3][O:4][C:5]1[CH:10]=[CH:9][CH:8]=[CH:7][C:6]=1[C:11]1[C:20]2[C:15](=[CH:16][C:17]([S:21]([NH:24][C:25]3[S:26][CH:27]=[CH:28][N:29]=3)(=[O:23])=[O:22])=[CH:18][CH:19]=2)[C:14]([F:41])=[CH:13][N:12]=1)#[N:2]. The catalyst class is: 2. (6) Reactant: C([Li])CCC.Br[C:7]1[CH:12]=[C:11]([CH3:13])[N:10]=[C:9]([CH:14]([F:16])[F:15])[CH:8]=1.[Br:17][C:18]1[CH:19]=[C:20](/[C:24](/[C:32]2[CH:37]=[CH:36][CH:35]=[C:34]([F:38])[C:33]=2[C:39]#[N:40])=[N:25]\S(C(C)(C)C)=O)[CH:21]=[CH:22][CH:23]=1.Cl. Product: [Br:17][C:18]1[CH:19]=[C:20]([C:24]2([C:7]3[CH:12]=[C:11]([CH3:13])[N:10]=[C:9]([CH:14]([F:16])[F:15])[CH:8]=3)[C:32]3[C:33](=[C:34]([F:38])[CH:35]=[CH:36][CH:37]=3)[C:39]([NH2:40])=[N:25]2)[CH:21]=[CH:22][CH:23]=1. The catalyst class is: 1. (7) Product: [F:33][C:32]1[CH:31]=[CH:30][C:26]([C:27]([OH:29])=[O:28])=[C:25]([NH:10][C:3]2[CH:4]=[CH:5][C:6]([S:8][CH3:9])=[CH:7][C:2]=2[F:1])[C:24]=1[CH:23]=[O:22]. The catalyst class is: 1. Reactant: [F:1][C:2]1[CH:7]=[C:6]([S:8][CH3:9])[CH:5]=[CH:4][C:3]=1[NH2:10].[Li+].C[Si]([N-][Si](C)(C)C)(C)C.C[O:22][CH:23](OC)[C:24]1[C:25](F)=[C:26]([CH:30]=[CH:31][C:32]=1[F:33])[C:27]([OH:29])=[O:28]. (8) The catalyst class is: 4. Reactant: [CH3:1][C:2]1[O:6][N:5]=[C:4]([C:7]2[CH:12]=[CH:11][CH:10]=[CH:9][C:8]=2[C:13]([F:16])([F:15])[F:14])[C:3]=1[C:17]([OH:19])=O.Cl.C(N=C=NCCCN(C)C)C.[F:32][C:33]1[CH:38]=[CH:37][CH:36]=[CH:35][C:34]=1[N:39]1[CH2:44][CH2:43][NH:42][CH2:41][CH2:40]1. Product: [F:32][C:33]1[CH:38]=[CH:37][CH:36]=[CH:35][C:34]=1[N:39]1[CH2:44][CH2:43][N:42]([C:17]([C:3]2[C:4]([C:7]3[CH:12]=[CH:11][CH:10]=[CH:9][C:8]=3[C:13]([F:14])([F:15])[F:16])=[N:5][O:6][C:2]=2[CH3:1])=[O:19])[CH2:41][CH2:40]1. (9) Reactant: Br[CH2:2]/[C:3](=[CH:13]\[F:14])/[CH2:4][NH:5][C:6](=[O:12])[O:7][C:8]([CH3:11])([CH3:10])[CH3:9].C(=O)([O-])[O-].[K+].[K+].[OH:21][C:22]1[CH:32]=[CH:31][C:25]([C:26]([N:28]([CH3:30])[CH3:29])=[O:27])=[CH:24][CH:23]=1. Product: [CH3:29][N:28]([CH3:30])[C:26]([C:25]1[CH:31]=[CH:32][C:22]([O:21][CH2:2]/[C:3](=[CH:13]\[F:14])/[CH2:4][NH:5][C:6](=[O:12])[O:7][C:8]([CH3:11])([CH3:10])[CH3:9])=[CH:23][CH:24]=1)=[O:27]. The catalyst class is: 3. (10) Reactant: [Cl:1][C:2]1[C:10]([C:11]2[CH2:15][CH:14]([CH2:16][C:17]#[N:18])[O:13][N:12]=2)=[C:9]([S:19]([CH2:22][CH3:23])(=[O:21])=[O:20])[CH:8]=[CH:7][C:3]=1[C:4](O)=[O:5].[NH2:24][C:25]1[C:29]([CH2:30][CH2:31][C:32]#[N:33])=[CH:28][O:27][N:26]=1.C(N(CC)CC)C.C(P1(=O)OP(=O)(CCC)OP(=O)(CCC)O1)CC. Product: [Cl:1][C:2]1[C:10]([C:11]2[CH2:15][CH:14]([CH2:16][C:17]#[N:18])[O:13][N:12]=2)=[C:9]([S:19]([CH2:22][CH3:23])(=[O:20])=[O:21])[CH:8]=[CH:7][C:3]=1[C:4]([NH:24][C:25]1[C:29]([CH2:30][CH2:31][C:32]#[N:33])=[CH:28][O:27][N:26]=1)=[O:5]. The catalyst class is: 64.